The task is: Binary Classification. Given a drug SMILES string, predict its activity (active/inactive) in a high-throughput screening assay against a specified biological target.. This data is from Orexin1 receptor HTS with 218,158 compounds and 233 confirmed actives. The compound is O(C1=CC(=O)/C(=c2\[nH]c(ncc2c2ccc(OC)cc2)N)C=C1)C. The result is 0 (inactive).